This data is from Reaction yield outcomes from USPTO patents with 853,638 reactions. The task is: Predict the reaction yield, written as a fraction of the theoretical maximum amount of product (1.0 means a 100% yield; for example, 0.34 means a 34% yield). (1) The reactants are [F:1][C:2]1[CH:3]=[C:4]([NH:9]C(=O)CC(NC2C=CC(F)=CC=2)=O)[CH:5]=[CH:6][C:7]=1[OH:8].[H-].[Na+].Cl.Cl[C:27]1[CH:32]=[CH:31][N:30]=[CH:29][C:28]=1[N+:33]([O-:35])=[O:34]. The catalyst is CN(C=O)C.CCOC(C)=O. The product is [F:1][C:2]1[CH:3]=[C:4]([NH2:9])[CH:5]=[CH:6][C:7]=1[O:8][C:27]1[CH:32]=[CH:31][N:30]=[CH:29][C:28]=1[N+:33]([O-:35])=[O:34]. The yield is 0.600. (2) The reactants are [Br:1][C:2]1[CH:16]=[CH:15][C:5]2[C:6]3[N:7]([CH:11]=[C:12](I)[N:13]=3)[CH2:8][CH2:9][O:10][C:4]=2[CH:3]=1.C[Si](C)(C)N[Si](C)(C)C.C[N:27]([CH:29]=[O:30])C. The catalyst is [Pd](Cl)Cl.C1(P(C2C=CC=CC=2)C2C=CC=CC=2)C=CC=CC=1.C1(P(C2C=CC=CC=2)C2C=CC=CC=2)C=CC=CC=1. The product is [Br:1][C:2]1[CH:16]=[CH:15][C:5]2[C:6]3[N:7]([CH:11]=[C:12]([C:29]([NH2:27])=[O:30])[N:13]=3)[CH2:8][CH2:9][O:10][C:4]=2[CH:3]=1. The yield is 0.620. (3) The reactants are [CH3:1][O:2][C:3]1[C:4]([CH2:18][OH:19])([CH2:13][CH2:14][CH:15]([CH3:17])[CH3:16])[C:5]2[C:10]([CH2:11][CH:12]=1)=[CH:9][CH:8]=[CH:7][CH:6]=2.C(N(CC)CC)C.[CH:27]([N:30]=[C:31]=[O:32])([CH3:29])[CH3:28]. The catalyst is ClCCl.CN(C)C1C=CN=CC=1. The product is [CH:27]([NH:30][C:31](=[O:32])[O:19][CH2:18][C:4]1([CH2:13][CH2:14][CH:15]([CH3:16])[CH3:17])[C:5]2[C:10](=[CH:9][CH:8]=[CH:7][CH:6]=2)[CH2:11][CH:12]=[C:3]1[O:2][CH3:1])([CH3:29])[CH3:28]. The yield is 0.590.